This data is from Forward reaction prediction with 1.9M reactions from USPTO patents (1976-2016). The task is: Predict the product of the given reaction. (1) Given the reactants [Cl:1][C:2]1[CH:7]=[CH:6][C:5]([NH:8][C:9](=[O:32])[CH2:10][C:11]2[C:20]3[C:15](=[CH:16][CH:17]=[C:18]([O:21][Si](C(C)C)(C(C)C)C(C)C)[CH:19]=3)[CH:14]=[CH:13][CH:12]=2)=[CH:4][C:3]=1[C:33]([F:36])([F:35])[F:34].[F-].C([N+](CCCC)(CCCC)CCCC)CCC, predict the reaction product. The product is: [Cl:1][C:2]1[CH:7]=[CH:6][C:5]([NH:8][C:9](=[O:32])[CH2:10][C:11]2[C:20]3[C:15](=[CH:16][CH:17]=[C:18]([OH:21])[CH:19]=3)[CH:14]=[CH:13][CH:12]=2)=[CH:4][C:3]=1[C:33]([F:34])([F:35])[F:36]. (2) The product is: [NH2:23][CH:2]1[CH:11]([C:12]([O:14][CH3:15])=[O:13])[CH2:10][CH2:9][CH2:8][C:3]21[CH2:7][CH2:6][CH2:5][CH2:4]2. Given the reactants O=[C:2]1[CH:11]([C:12]([O:14][CH3:15])=[O:13])[CH2:10][CH2:9][CH2:8][C:3]21[CH2:7][CH2:6][CH2:5][CH2:4]2.C([O-])(=O)C.[NH4+].[BH3-]C#[N:23].[Na+], predict the reaction product. (3) Given the reactants [N:1]1[CH:6]=[CH:5][C:4]([CH:7]=O)=[CH:3][CH:2]=1.CO.[NH2:11][CH2:12][CH2:13][CH2:14][O:15][C:16]1[CH:33]=[CH:32][C:19]2[N:20]([CH2:30][CH3:31])[C:21](=[O:29])[C:22]([CH3:28])([CH3:27])[C:23](=[O:26])[N:24]([CH3:25])[C:18]=2[CH:17]=1.[BH4-].[Na+], predict the reaction product. The product is: [CH2:30]([N:20]1[C:21](=[O:29])[C:22]([CH3:28])([CH3:27])[C:23](=[O:26])[N:24]([CH3:25])[C:18]2[CH:17]=[C:16]([O:15][CH2:14][CH2:13][CH2:12][NH:11][CH2:7][C:4]3[CH:3]=[CH:2][N:1]=[CH:6][CH:5]=3)[CH:33]=[CH:32][C:19]1=2)[CH3:31].